Dataset: Forward reaction prediction with 1.9M reactions from USPTO patents (1976-2016). Task: Predict the product of the given reaction. (1) Given the reactants [F:1][C:2]1[CH:3]=[C:4]([CH:57]=[CH:58][CH:59]=1)[CH2:5][N:6]1[C:10]([CH3:11])=[C:9]([C:12]2[C:20]3[C:15](=[N:16][CH:17]=[C:18]([C:21]4[CH:22]=[CH:23][C:24]([O:32][CH2:33][CH2:34][CH2:35][O:36]CC5C=CC(OC)=CC=5)=[C:25]([NH:27][S:28]([CH3:31])(=[O:30])=[O:29])[CH:26]=4)[CH:19]=3)[N:14]([S:46]([C:49]3[CH:55]=[CH:54][C:52]([CH3:53])=[CH:51][CH:50]=3)(=[O:48])=[O:47])[CH:13]=2)[C:8]([CH3:56])=[N:7]1.C(O)(C(F)(F)F)=O.C1(C)C=CC=CC=1, predict the reaction product. The product is: [F:1][C:2]1[CH:3]=[C:4]([CH:57]=[CH:58][CH:59]=1)[CH2:5][N:6]1[C:10]([CH3:11])=[C:9]([C:12]2[C:20]3[C:15](=[N:16][CH:17]=[C:18]([C:21]4[CH:22]=[CH:23][C:24]([O:32][CH2:33][CH2:34][CH2:35][OH:36])=[C:25]([NH:27][S:28]([CH3:31])(=[O:29])=[O:30])[CH:26]=4)[CH:19]=3)[N:14]([S:46]([C:49]3[CH:50]=[CH:51][C:52]([CH3:53])=[CH:54][CH:55]=3)(=[O:47])=[O:48])[CH:13]=2)[C:8]([CH3:56])=[N:7]1. (2) Given the reactants C(OC(=O)[N:7]([C:17]1[CH:22]=[CH:21][C:20]([CH:23](O)[C:24]2[C:32]3[C:27](=[N:28][CH:29]=[CH:30][N:31]=3)[NH:26][CH:25]=2)=[CH:19][N:18]=1)[CH2:8][C:9]1[CH:10]=[N:11][C:12]([O:15][CH3:16])=[CH:13][CH:14]=1)(C)(C)C.C([SiH](CC)CC)C.FC(F)(F)C(O)=O.C(=O)([O-])[O-].[K+].[K+], predict the reaction product. The product is: [CH3:16][O:15][C:12]1[N:11]=[CH:10][C:9]([CH2:8][NH:7][C:17]2[CH:22]=[CH:21][C:20]([CH2:23][C:24]3[C:32]4[C:27](=[N:28][CH:29]=[CH:30][N:31]=4)[NH:26][CH:25]=3)=[CH:19][N:18]=2)=[CH:14][CH:13]=1. (3) Given the reactants [OH:1][C:2]1[N:11]=[CH:10][CH:9]=[C:8]2[C:3]=1[CH:4]=[C:5]([C:27]1[CH:32]=[CH:31][CH:30]=[CH:29][CH:28]=1)[C:6]([C:12]1[CH:26]=[CH:25][C:15]([CH2:16][NH:17][C:18](=[O:24])[O:19][C:20]([CH3:23])([CH3:22])[CH3:21])=[CH:14][CH:13]=1)=[N:7]2.C1C(=O)N([I:40])C(=O)C1, predict the reaction product. The product is: [OH:1][C:2]1[N:11]=[CH:10][C:9]([I:40])=[C:8]2[C:3]=1[CH:4]=[C:5]([C:27]1[CH:28]=[CH:29][CH:30]=[CH:31][CH:32]=1)[C:6]([C:12]1[CH:26]=[CH:25][C:15]([CH2:16][NH:17][C:18](=[O:24])[O:19][C:20]([CH3:23])([CH3:22])[CH3:21])=[CH:14][CH:13]=1)=[N:7]2. (4) Given the reactants [CH3:1][O:2][C:3]1[CH:10]=[C:9]([O:11][CH3:12])[C:8]([C:13]2[S:14][C:15]([CH3:18])=[CH:16][CH:17]=2)=[CH:7][C:4]=1[CH:5]=O.[C:19]([C:22]1[CH:30]=[CH:29][C:25]([C:26]([OH:28])=[O:27])=[CH:24][CH:23]=1)(=[O:21])[CH3:20], predict the reaction product. The product is: [CH3:1][O:2][C:3]1[CH:10]=[C:9]([O:11][CH3:12])[C:8]([C:13]2[S:14][C:15]([CH3:18])=[CH:16][CH:17]=2)=[CH:7][C:4]=1/[CH:5]=[CH:20]/[C:19]([C:22]1[CH:30]=[CH:29][C:25]([C:26]([OH:28])=[O:27])=[CH:24][CH:23]=1)=[O:21]. (5) Given the reactants [H-].[H-].[H-].[H-].[Li+].[Al+3].C[O:8][C:9](=O)[C:10]1[C:15]([O:16][CH3:17])=[CH:14][C:13]([C:18]2[C:23]([CH2:24][CH3:25])=[CH:22][CH:21]=[CH:20][C:19]=2[CH2:26][CH3:27])=[N:12][CH:11]=1, predict the reaction product. The product is: [CH2:26]([C:19]1[CH:20]=[CH:21][CH:22]=[C:23]([CH2:24][CH3:25])[C:18]=1[C:13]1[N:12]=[CH:11][C:10]([CH2:9][OH:8])=[C:15]([O:16][CH3:17])[CH:14]=1)[CH3:27]. (6) Given the reactants [N:1]1C=CC=CC=1C(=O)CC(=O)CC(C1C=CC=CN=1)=O.[N:21]1([C:26]2[CH:31]=[CH:30][N:29]=[C:28]([C:32](=O)[CH2:33][C:34](=[O:49])[CH2:35][C:36]([C:38]3[CH:43]=[C:42]([N:44]4[CH2:48][CH2:47][CH2:46][CH2:45]4)[CH:41]=[CH:40][N:39]=3)=O)[CH:27]=2)[CH2:25][CH2:24][CH2:23][CH2:22]1, predict the reaction product. The product is: [N:21]1([C:26]2[CH:31]=[CH:30][N:29]=[C:28]([C:32]3[NH:1][C:36]([C:38]4[CH:43]=[C:42]([N:44]5[CH2:48][CH2:47][CH2:46][CH2:45]5)[CH:41]=[CH:40][N:39]=4)=[CH:35][C:34](=[O:49])[CH:33]=3)[CH:27]=2)[CH2:25][CH2:24][CH2:23][CH2:22]1. (7) Given the reactants N1CCCC1.[CH2:6]([NH:13][C:14]([NH:16][C@H:17]1[CH2:25][C@H:24]2[C@:20]([C:26]3[CH:31]=[CH:30][C:29]([O:32][CH3:33])=[C:28]([O:34][CH3:35])[CH:27]=3)([CH2:21][CH2:22][NH:23]2)[CH2:19][CH2:18]1)=[S:15])[C:7]1[CH:12]=[CH:11][CH:10]=[CH:9][CH:8]=1.[CH3:36][O:37][C:38]1[CH:45]=[CH:44][C:41]([CH:42]=O)=[CH:40][CH:39]=1, predict the reaction product. The product is: [CH2:6]([NH:13][C:14]([NH:16][C@H:17]1[CH2:25][C@H:24]2[C@:20]([C:26]3[CH:31]=[CH:30][C:29]([O:32][CH3:33])=[C:28]([O:34][CH3:35])[CH:27]=3)([CH2:21][CH2:22][N:23]2[CH2:42][C:41]2[CH:44]=[CH:45][C:38]([O:37][CH3:36])=[CH:39][CH:40]=2)[CH2:19][CH2:18]1)=[S:15])[C:7]1[CH:12]=[CH:11][CH:10]=[CH:9][CH:8]=1.